From a dataset of NCI-60 drug combinations with 297,098 pairs across 59 cell lines. Regression. Given two drug SMILES strings and cell line genomic features, predict the synergy score measuring deviation from expected non-interaction effect. (1) Drug 1: CC1C(C(CC(O1)OC2CC(OC(C2O)C)OC3=CC4=CC5=C(C(=O)C(C(C5)C(C(=O)C(C(C)O)O)OC)OC6CC(C(C(O6)C)O)OC7CC(C(C(O7)C)O)OC8CC(C(C(O8)C)O)(C)O)C(=C4C(=C3C)O)O)O)O. Drug 2: CC(C)(C#N)C1=CC(=CC(=C1)CN2C=NC=N2)C(C)(C)C#N. Cell line: COLO 205. Synergy scores: CSS=47.7, Synergy_ZIP=4.13, Synergy_Bliss=5.06, Synergy_Loewe=-1.03, Synergy_HSA=-0.196. (2) Drug 1: C1=C(C(=O)NC(=O)N1)F. Drug 2: CS(=O)(=O)CCNCC1=CC=C(O1)C2=CC3=C(C=C2)N=CN=C3NC4=CC(=C(C=C4)OCC5=CC(=CC=C5)F)Cl. Cell line: CAKI-1. Synergy scores: CSS=34.0, Synergy_ZIP=3.03, Synergy_Bliss=4.33, Synergy_Loewe=9.58, Synergy_HSA=10.2. (3) Drug 1: CC1=CC2C(CCC3(C2CCC3(C(=O)C)OC(=O)C)C)C4(C1=CC(=O)CC4)C. Drug 2: C1=CN(C=N1)CC(O)(P(=O)(O)O)P(=O)(O)O. Cell line: A498. Synergy scores: CSS=3.27, Synergy_ZIP=-1.80, Synergy_Bliss=-2.48, Synergy_Loewe=-2.82, Synergy_HSA=-2.56. (4) Drug 1: CC1=C(C(=O)C2=C(C1=O)N3CC4C(C3(C2COC(=O)N)OC)N4)N. Drug 2: CC(C)(C1=NC(=CC=C1)N2C3=NC(=NC=C3C(=O)N2CC=C)NC4=CC=C(C=C4)N5CCN(CC5)C)O. Cell line: OVCAR3. Synergy scores: CSS=75.6, Synergy_ZIP=17.0, Synergy_Bliss=16.4, Synergy_Loewe=16.0, Synergy_HSA=26.4. (5) Drug 1: CS(=O)(=O)C1=CC(=C(C=C1)C(=O)NC2=CC(=C(C=C2)Cl)C3=CC=CC=N3)Cl. Drug 2: CC1=C(C=C(C=C1)C(=O)NC2=CC(=CC(=C2)C(F)(F)F)N3C=C(N=C3)C)NC4=NC=CC(=N4)C5=CN=CC=C5. Cell line: OVCAR-4. Synergy scores: CSS=3.91, Synergy_ZIP=0.0766, Synergy_Bliss=1.74, Synergy_Loewe=-0.202, Synergy_HSA=-0.348. (6) Drug 1: CN(C(=O)NC(C=O)C(C(C(CO)O)O)O)N=O. Drug 2: CC(C)CN1C=NC2=C1C3=CC=CC=C3N=C2N. Cell line: IGROV1. Synergy scores: CSS=2.02, Synergy_ZIP=-1.26, Synergy_Bliss=-0.979, Synergy_Loewe=-4.55, Synergy_HSA=-1.09. (7) Drug 1: C(CC(=O)O)C(=O)CN.Cl. Drug 2: CN(C(=O)NC(C=O)C(C(C(CO)O)O)O)N=O. Cell line: IGROV1. Synergy scores: CSS=6.11, Synergy_ZIP=-0.152, Synergy_Bliss=-0.927, Synergy_Loewe=-0.762, Synergy_HSA=-2.35. (8) Drug 1: CC1=C(C(=O)C2=C(C1=O)N3CC4C(C3(C2COC(=O)N)OC)N4)N. Drug 2: CC1C(C(CC(O1)OC2CC(CC3=C2C(=C4C(=C3O)C(=O)C5=CC=CC=C5C4=O)O)(C(=O)C)O)N)O. Cell line: HCT-15. Synergy scores: CSS=37.4, Synergy_ZIP=-3.54, Synergy_Bliss=-0.792, Synergy_Loewe=-1.17, Synergy_HSA=2.29. (9) Drug 1: CC=C1C(=O)NC(C(=O)OC2CC(=O)NC(C(=O)NC(CSSCCC=C2)C(=O)N1)C(C)C)C(C)C. Drug 2: C1CNP(=O)(OC1)N(CCCl)CCCl. Cell line: UACC62. Synergy scores: CSS=51.8, Synergy_ZIP=1.98, Synergy_Bliss=0.771, Synergy_Loewe=-45.2, Synergy_HSA=0.145.